Dataset: Full USPTO retrosynthesis dataset with 1.9M reactions from patents (1976-2016). Task: Predict the reactants needed to synthesize the given product. Given the product [Cl:23][C:24]1[C:29]([O:9][C:4]2[CH:3]=[C:2]([Br:1])[CH:7]=[C:6]([Br:8])[CH:5]=2)=[C:28]([C:31]([F:32])([F:33])[F:34])[CH:27]=[CH:26][N:25]=1, predict the reactants needed to synthesize it. The reactants are: [Br:1][C:2]1[CH:3]=[C:4]([OH:9])[CH:5]=[C:6]([Br:8])[CH:7]=1.C(=O)([O-])[O-].[K+].[K+].CN1CCCC1=O.[Cl:23][C:24]1[C:29](F)=[C:28]([C:31]([F:34])([F:33])[F:32])[CH:27]=[CH:26][N:25]=1.